Dataset: Forward reaction prediction with 1.9M reactions from USPTO patents (1976-2016). Task: Predict the product of the given reaction. (1) Given the reactants [CH3:1][C:2]1[C:7]([CH2:8][N:9]2[CH:14]=[CH:13][C:12]([O:15][CH2:16][CH2:17][C:18]3[S:19][CH:20]=[CH:21][CH:22]=3)=[CH:11][C:10]2=[O:23])=[CH:6][CH:5]=[CH:4][C:3]=1[NH:24][CH2:25][C:26](O)=[O:27].CN(C(O[N:37]1N=NC2C=[CH:41][CH:42]=[CH:43][C:38]1=2)=[N+](C)C)C.[B-](F)(F)(F)F.N1CCCC1.C(N(CC)CC)C, predict the reaction product. The product is: [CH3:1][C:2]1[C:3]([NH:24][CH2:25][C:26](=[O:27])[N:37]2[CH2:38][CH2:43][CH2:42][CH2:41]2)=[CH:4][CH:5]=[CH:6][C:7]=1[CH2:8][N:9]1[CH:14]=[CH:13][C:12]([O:15][CH2:16][CH2:17][C:18]2[S:19][CH:20]=[CH:21][CH:22]=2)=[CH:11][C:10]1=[O:23]. (2) Given the reactants [CH3:1][O:2][C:3]1[N:8]=[C:7]([O:9][CH3:10])[C:6](B(O)O)=[CH:5][N:4]=1.Br[C:15]1[CH:16]=[C:17]([CH:19]=[CH:20][CH:21]=1)[NH2:18].C([O-])([O-])=O.[Na+].[Na+], predict the reaction product. The product is: [CH3:1][O:2][C:3]1[N:8]=[C:7]([O:9][CH3:10])[C:6]([C:15]2[CH:16]=[C:17]([NH2:18])[CH:19]=[CH:20][CH:21]=2)=[CH:5][N:4]=1. (3) Given the reactants Cl[C:2]1[N:3]=[CH:4][C:5]([C:8]2[CH:13]=[CH:12][CH:11]=[CH:10][C:9]=2[C:14]([N:16]2[C@H:21]([CH3:22])[C@@H:20]3[CH2:23][C@H:17]2[C@H:18]([O:24][C:25]2[CH:30]=[CH:29][C:28]([C:31]([F:34])([F:33])[F:32])=[CH:27][N:26]=2)[CH2:19]3)=[O:15])=[N:6][CH:7]=1.[F-:35].[Cs+], predict the reaction product. The product is: [F:35][C:2]1[N:3]=[CH:4][C:5]([C:8]2[CH:13]=[CH:12][CH:11]=[CH:10][C:9]=2[C:14]([N:16]2[C@H:17]3[CH2:23][C@H:20]([CH2:19][C@H:18]3[O:24][C:25]3[CH:30]=[CH:29][C:28]([C:31]([F:34])([F:33])[F:32])=[CH:27][N:26]=3)[C@H:21]2[CH3:22])=[O:15])=[N:6][CH:7]=1. (4) Given the reactants [C:1]([N:5]1[C:9]2=[N:10][CH:11]=[C:12]([N+:14]([O-:16])=[O:15])[CH:13]=[C:8]2[C:7]([C:17]#N)=[CH:6]1)([CH3:4])([CH3:3])[CH3:2].C1(C)C=CC(S(O)(=O)=[O:26])=CC=1.[CH2:30]([OH:33])[CH2:31][CH3:32], predict the reaction product. The product is: [CH2:30]([O:33][C:17]([C:7]1[C:8]2[C:9](=[N:10][CH:11]=[C:12]([N+:14]([O-:16])=[O:15])[CH:13]=2)[N:5]([C:1]([CH3:2])([CH3:3])[CH3:4])[CH:6]=1)=[O:26])[CH2:31][CH3:32].